From a dataset of NCI-60 drug combinations with 297,098 pairs across 59 cell lines. Regression. Given two drug SMILES strings and cell line genomic features, predict the synergy score measuring deviation from expected non-interaction effect. (1) Drug 1: C1=CC(=C2C(=C1NCCNCCO)C(=O)C3=C(C=CC(=C3C2=O)O)O)NCCNCCO. Drug 2: C1C(C(OC1N2C=C(C(=O)NC2=O)F)CO)O. Cell line: UO-31. Synergy scores: CSS=24.5, Synergy_ZIP=-12.8, Synergy_Bliss=-18.2, Synergy_Loewe=-12.9, Synergy_HSA=-11.4. (2) Drug 1: C1CCC(C1)C(CC#N)N2C=C(C=N2)C3=C4C=CNC4=NC=N3. Drug 2: CC1C(C(=O)NC(C(=O)N2CCCC2C(=O)N(CC(=O)N(C(C(=O)O1)C(C)C)C)C)C(C)C)NC(=O)C3=C4C(=C(C=C3)C)OC5=C(C(=O)C(=C(C5=N4)C(=O)NC6C(OC(=O)C(N(C(=O)CN(C(=O)C7CCCN7C(=O)C(NC6=O)C(C)C)C)C)C(C)C)C)N)C. Cell line: KM12. Synergy scores: CSS=54.1, Synergy_ZIP=20.9, Synergy_Bliss=20.9, Synergy_Loewe=21.2, Synergy_HSA=21.0. (3) Drug 1: CS(=O)(=O)OCCCCOS(=O)(=O)C. Drug 2: CC1C(C(CC(O1)OC2CC(CC3=C2C(=C4C(=C3O)C(=O)C5=CC=CC=C5C4=O)O)(C(=O)C)O)N)O. Cell line: HCC-2998. Synergy scores: CSS=54.1, Synergy_ZIP=-6.33, Synergy_Bliss=-10.2, Synergy_Loewe=-27.9, Synergy_HSA=-8.72. (4) Drug 1: CC12CCC(CC1=CCC3C2CCC4(C3CC=C4C5=CN=CC=C5)C)O. Drug 2: CC1=C(C=C(C=C1)NC(=O)C2=CC=C(C=C2)CN3CCN(CC3)C)NC4=NC=CC(=N4)C5=CN=CC=C5. Cell line: M14. Synergy scores: CSS=-2.40, Synergy_ZIP=1.59, Synergy_Bliss=-1.05, Synergy_Loewe=-6.05, Synergy_HSA=-5.16. (5) Drug 1: CCCCC(=O)OCC(=O)C1(CC(C2=C(C1)C(=C3C(=C2O)C(=O)C4=C(C3=O)C=CC=C4OC)O)OC5CC(C(C(O5)C)O)NC(=O)C(F)(F)F)O. Drug 2: C1=CN(C=N1)CC(O)(P(=O)(O)O)P(=O)(O)O. Cell line: SW-620. Synergy scores: CSS=2.34, Synergy_ZIP=-3.31, Synergy_Bliss=-7.05, Synergy_Loewe=-1.62, Synergy_HSA=-4.56. (6) Drug 1: CS(=O)(=O)OCCCCOS(=O)(=O)C. Drug 2: B(C(CC(C)C)NC(=O)C(CC1=CC=CC=C1)NC(=O)C2=NC=CN=C2)(O)O. Cell line: MCF7. Synergy scores: CSS=31.2, Synergy_ZIP=-7.68, Synergy_Bliss=-3.08, Synergy_Loewe=-18.5, Synergy_HSA=-0.626. (7) Drug 1: C1=CC(=C2C(=C1NCCNCCO)C(=O)C3=C(C=CC(=C3C2=O)O)O)NCCNCCO. Drug 2: C1=NNC2=C1C(=O)NC=N2. Cell line: SK-MEL-28. Synergy scores: CSS=37.8, Synergy_ZIP=2.87, Synergy_Bliss=3.37, Synergy_Loewe=-69.0, Synergy_HSA=0.0311. (8) Drug 1: CC1=C(C=C(C=C1)NC2=NC=CC(=N2)N(C)C3=CC4=NN(C(=C4C=C3)C)C)S(=O)(=O)N.Cl. Drug 2: CC1C(C(=O)NC(C(=O)N2CCCC2C(=O)N(CC(=O)N(C(C(=O)O1)C(C)C)C)C)C(C)C)NC(=O)C3=C4C(=C(C=C3)C)OC5=C(C(=O)C(=C(C5=N4)C(=O)NC6C(OC(=O)C(N(C(=O)CN(C(=O)C7CCCN7C(=O)C(NC6=O)C(C)C)C)C)C(C)C)C)N)C. Cell line: 786-0. Synergy scores: CSS=40.9, Synergy_ZIP=24.0, Synergy_Bliss=25.2, Synergy_Loewe=23.0, Synergy_HSA=24.7. (9) Drug 1: C1CCC(C1)C(CC#N)N2C=C(C=N2)C3=C4C=CNC4=NC=N3. Drug 2: C1=NC2=C(N1)C(=S)N=C(N2)N. Cell line: SK-MEL-2. Synergy scores: CSS=14.7, Synergy_ZIP=-3.14, Synergy_Bliss=-0.965, Synergy_Loewe=-15.8, Synergy_HSA=-6.38. (10) Drug 1: C1CN1P(=S)(N2CC2)N3CC3. Synergy scores: CSS=2.68, Synergy_ZIP=1.25, Synergy_Bliss=4.18, Synergy_Loewe=-0.946, Synergy_HSA=0.418. Drug 2: C1CN(CCN1C(=O)CCBr)C(=O)CCBr. Cell line: RXF 393.